The task is: Predict the reaction yield, written as a fraction of the theoretical maximum amount of product (1.0 means a 100% yield; for example, 0.34 means a 34% yield).. This data is from Reaction yield outcomes from USPTO patents with 853,638 reactions. (1) The reactants are [NH2:1][C:2]1[C:3]([N:23]2[CH2:28][CH2:27][N:26]([C:29]3[CH:34]=[CH:33][CH:32]=[CH:31][C:30]=3[CH3:35])[CH2:25][CH2:24]2)=[CH:4][C:5]([O:20][CH2:21][CH3:22])=[C:6]([CH:19]=1)[C:7]([NH:9][CH2:10][CH2:11][CH2:12][N:13]1[CH2:17][CH2:16][CH2:15][C:14]1=[O:18])=[O:8].C(N(CC)C(C)C)(C)C.[O:45]1[CH:49]=[CH:48][CH:47]=[C:46]1[C:50](Cl)=[O:51]. The catalyst is ClCCl.O. The product is [CH2:21]([O:20][C:5]1[C:6]([C:7](=[O:8])[NH:9][CH2:10][CH2:11][CH2:12][N:13]2[CH2:17][CH2:16][CH2:15][C:14]2=[O:18])=[CH:19][C:2]([NH:1][C:50]([C:46]2[O:45][CH:49]=[CH:48][CH:47]=2)=[O:51])=[C:3]([N:23]2[CH2:24][CH2:25][N:26]([C:29]3[CH:34]=[CH:33][CH:32]=[CH:31][C:30]=3[CH3:35])[CH2:27][CH2:28]2)[CH:4]=1)[CH3:22]. The yield is 0.536. (2) The product is [N:1]1[CH:6]=[CH:5][CH:4]=[C:3]([S:7]([O:30][C:27]2[CH:26]=[CH:25][C:24]([C:23]3[N:19]([C:13]4[CH:14]=[CH:15][C:16]([Cl:18])=[CH:17][C:12]=4[Cl:11])[N:20]=[C:21]([C:32]([NH:34][N:35]4[CH2:36][CH2:37][CH2:38][CH2:39][CH2:40]4)=[O:33])[C:22]=3[CH3:31])=[CH:29][CH:28]=2)(=[O:9])=[O:8])[CH:2]=1. The reactants are [N:1]1[CH:6]=[CH:5][CH:4]=[C:3]([S:7](Cl)(=[O:9])=[O:8])[CH:2]=1.[Cl:11][C:12]1[CH:17]=[C:16]([Cl:18])[CH:15]=[CH:14][C:13]=1[N:19]1[C:23]([C:24]2[CH:29]=[CH:28][C:27]([OH:30])=[CH:26][CH:25]=2)=[C:22]([CH3:31])[C:21]([C:32]([NH:34][N:35]2[CH2:40][CH2:39][CH2:38][CH2:37][CH2:36]2)=[O:33])=[N:20]1.O. The catalyst is C(Cl)Cl. The yield is 0.820. (3) The reactants are [CH2:1]([O:8][C:9](=[O:16])[NH:10][C:11]1([CH2:14][OH:15])[CH2:13][CH2:12]1)[C:2]1[CH:7]=[CH:6][CH:5]=[CH:4][CH:3]=1.[CH3:17]N(C)C1C2C(=CC=CC=2N(C)C)C=CC=1.F[B-](F)(F)F.C[O+](C)C. The catalyst is C(Cl)Cl. The product is [CH2:1]([O:8][C:9](=[O:16])[NH:10][C:11]1([CH2:14][O:15][CH3:17])[CH2:13][CH2:12]1)[C:2]1[CH:3]=[CH:4][CH:5]=[CH:6][CH:7]=1. The yield is 0.410. (4) The product is [CH2:1]([N:8]1[CH:16]=[C:15]2[C:10]([CH:11]=[C:12]([C:17]3[CH:18]=[C:19]([C:27]4[CH:32]=[CH:31][CH:30]=[C:29]([CH2:33][N:43]5[CH2:47][CH2:46][CH2:45][CH2:44]5)[CH:28]=4)[N:20]4[C:25]=3[C:24]([NH2:26])=[N:23][CH:22]=[N:21]4)[CH:13]=[CH:14]2)=[N:9]1)[C:2]1[CH:7]=[CH:6][CH:5]=[CH:4][CH:3]=1. The catalyst is CN(C=O)C.O. The reactants are [CH2:1]([N:8]1[CH:16]=[C:15]2[C:10]([CH:11]=[C:12]([C:17]3[CH:18]=[C:19]([C:27]4[CH:32]=[CH:31][CH:30]=[C:29]([CH2:33]Cl)[CH:28]=4)[N:20]4[C:25]=3[C:24]([NH2:26])=[N:23][CH:22]=[N:21]4)[CH:13]=[CH:14]2)=[N:9]1)[C:2]1[CH:7]=[CH:6][CH:5]=[CH:4][CH:3]=1.[O-]P([O-])([O-])=O.[K+].[K+].[K+].[NH:43]1[CH2:47][CH2:46][CH2:45][CH2:44]1. The yield is 0.540. (5) The yield is 0.0700. The product is [NH2:1][C:2]1[N:7]=[CH:6][N:5]=[C:4]2[N:8]([CH:12]([C:14]3[O:15][C:16]4[C:21]([C:22](=[O:31])[C:23]=3[C:24]3[CH:29]=[CH:28][CH:27]=[C:26]([F:30])[CH:25]=3)=[CH:20][CH:19]=[CH:18][CH:17]=4)[CH3:13])[N:9]=[C:10]([C:37]3[C:33]([CH3:32])=[N:34][NH:35][C:36]=3[CH3:47])[C:3]=12. The reactants are [NH2:1][C:2]1[N:7]=[CH:6][N:5]=[C:4]2[N:8]([CH:12]([C:14]3[O:15][C:16]4[C:21]([C:22](=[O:31])[C:23]=3[C:24]3[CH:29]=[CH:28][CH:27]=[C:26]([F:30])[CH:25]=3)=[CH:20][CH:19]=[CH:18][CH:17]=4)[CH3:13])[N:9]=[C:10](I)[C:3]=12.[CH3:32][C:33]1[C:37](B2OC(C)(C)C(C)(C)O2)=[C:36]([CH3:47])[NH:35][N:34]=1.C(=O)([O-])[O-].[Na+].[Na+].ClCCl. The catalyst is CN(C=O)C.C(O)C.O. (6) The reactants are C(C1C=C(NC2N=C(NC3C=CC=C(C(O)=O)C=3)C(F)=CN=2)C=CC=1)(O)=O.[OH:28][C:29]1[CH:30]=[C:31]([NH:39][C:40]2[N:45]=[C:44]([NH:46][C:47]3[CH:52]=[CH:51][C:50]([C:53]([O:55]C)=[O:54])=[C:49]([OH:57])[CH:48]=3)[C:43]([F:58])=[CH:42][N:41]=2)[CH:32]=[CH:33][C:34]=1[C:35]([O:37]C)=[O:36].[OH-].[Na+]. No catalyst specified. The product is [OH:28][C:29]1[CH:30]=[C:31]([NH:39][C:40]2[N:45]=[C:44]([NH:46][C:47]3[CH:52]=[CH:51][C:50]([C:53]([OH:55])=[O:54])=[C:49]([OH:57])[CH:48]=3)[C:43]([F:58])=[CH:42][N:41]=2)[CH:32]=[CH:33][C:34]=1[C:35]([OH:37])=[O:36]. The yield is 0.770. (7) The reactants are [CH2:1]([O:3][C:4]([C:6]1[CH:10]=[C:9]([OH:11])[N:8]([CH3:12])[N:7]=1)=[O:5])[CH3:2].[C:13](=[O:16])([O-])[O-].[K+].[K+].C=O.Cl[CH:22]([F:24])[F:23]. The catalyst is CN(C=O)C.O.C(OCC)(=O)C. The product is [CH2:1]([O:3][C:4]([C:6]1[C:10]([CH2:13][OH:16])=[C:9]([O:11][CH:22]([F:24])[F:23])[N:8]([CH3:12])[N:7]=1)=[O:5])[CH3:2]. The yield is 0.820. (8) The reactants are [CH2:1]([O:3][C:4](=[O:32])[CH:5]([NH:24][CH2:25][C:26]1[CH:31]=[CH:30][CH:29]=[CH:28][CH:27]=1)[CH2:6][CH2:7][O:8][C:9]1[CH:14]=[CH:13][C:12]([O:15][C:16]([C:19]([O:21][CH2:22][CH3:23])=[O:20])([CH3:18])[CH3:17])=[CH:11][CH:10]=1)[CH3:2].C(N(CC)CC)C.[C:40]1([C:49]2[CH:54]=[CH:53][CH:52]=[CH:51][CH:50]=2)[CH:45]=[CH:44][C:43]([C:46](Cl)=[O:47])=[CH:42][CH:41]=1. The catalyst is C(Cl)Cl. The product is [CH2:1]([O:3][C:4](=[O:32])[CH:5]([N:24]([CH2:25][C:26]1[CH:31]=[CH:30][CH:29]=[CH:28][CH:27]=1)[C:46]([C:43]1[CH:44]=[CH:45][C:40]([C:49]2[CH:54]=[CH:53][CH:52]=[CH:51][CH:50]=2)=[CH:41][CH:42]=1)=[O:47])[CH2:6][CH2:7][O:8][C:9]1[CH:14]=[CH:13][C:12]([O:15][C:16]([C:19]([O:21][CH2:22][CH3:23])=[O:20])([CH3:18])[CH3:17])=[CH:11][CH:10]=1)[CH3:2]. The yield is 1.00. (9) The reactants are [CH3:1][CH:2]1[CH2:7][CH2:6][CH2:5][CH:4]([N:8]2[CH2:12][CH2:11][CH2:10][CH2:9]2)[CH2:3]1.[CH2:13]([I:15])[CH3:14]. No catalyst specified. The product is [I-:15].[CH2:13]([N+:8]1([CH:4]2[CH2:5][CH2:6][CH2:7][CH:2]([CH3:1])[CH2:3]2)[CH2:12][CH2:11][CH2:10][CH2:9]1)[CH3:14]. The yield is 0.850.